Dataset: Peptide-MHC class I binding affinity with 185,985 pairs from IEDB/IMGT. Task: Regression. Given a peptide amino acid sequence and an MHC pseudo amino acid sequence, predict their binding affinity value. This is MHC class I binding data. (1) The peptide sequence is IMFMLIFNV. The MHC is HLA-A68:02 with pseudo-sequence HLA-A68:02. The binding affinity (normalized) is 0.762. (2) The MHC is HLA-B40:01 with pseudo-sequence HLA-B40:01. The peptide sequence is ATLLSQVEV. The binding affinity (normalized) is 0.0847. (3) The peptide sequence is RLEDVFAGK. The MHC is HLA-A68:01 with pseudo-sequence HLA-A68:01. The binding affinity (normalized) is 0.120. (4) The peptide sequence is RGPGRYFVTI. The MHC is H-2-Dd with pseudo-sequence H-2-Dd. The binding affinity (normalized) is 0.910. (5) The peptide sequence is ILRNPGYAL. The MHC is HLA-B58:01 with pseudo-sequence HLA-B58:01. The binding affinity (normalized) is 0.0847. (6) The peptide sequence is MTVQGGETM. The MHC is HLA-B07:02 with pseudo-sequence HLA-B07:02. The binding affinity (normalized) is 0. (7) The peptide sequence is EEFRQYTAFTL. The MHC is Mamu-A11 with pseudo-sequence Mamu-A11. The binding affinity (normalized) is 0.552. (8) The peptide sequence is ATIEAVLAK. The MHC is BoLA-T2a with pseudo-sequence BoLA-T2a. The binding affinity (normalized) is 0.443. (9) The peptide sequence is RTFHIFYYL. The MHC is HLA-A02:01 with pseudo-sequence HLA-A02:01. The binding affinity (normalized) is 1.00.